Dataset: Forward reaction prediction with 1.9M reactions from USPTO patents (1976-2016). Task: Predict the product of the given reaction. (1) Given the reactants [NH2:1][C:2]1[C:7]([C:8]([NH2:10])=[O:9])=[C:6]([N:11]2[CH2:16][CH2:15][CH:14]([C:17]3[N:18]([CH3:33])[CH:19]=[C:20]([C:22]4[CH:27]=[CH:26][C:25]([F:28])=[C:24]([C:29]([F:32])([F:31])[F:30])[CH:23]=4)[N:21]=3)[CH2:13][CH2:12]2)[N:5]=[CH:4][N:3]=1.NC1C(C#N)=C(N2CCC(C3N(C[CH2:66][NH:67][CH2:68][CH2:69][O:70][CH3:71])C=C(C4C=CC(F)=C(C(F)(F)F)C=4)N=3)CC2)N=CN=1, predict the reaction product. The product is: [NH2:1][C:2]1[C:7]([C:8]([NH2:10])=[O:9])=[C:6]([N:11]2[CH2:16][CH2:15][CH:14]([C:17]3[N:18]([CH2:33][CH2:66][NH:67][CH2:68][CH2:69][O:70][CH3:71])[CH:19]=[C:20]([C:22]4[CH:27]=[CH:26][C:25]([F:28])=[C:24]([C:29]([F:32])([F:31])[F:30])[CH:23]=4)[N:21]=3)[CH2:13][CH2:12]2)[N:5]=[CH:4][N:3]=1. (2) Given the reactants [O:1]1CCO[CH:2]1[C:6]1[CH:13]=[CH:12][C:9]([CH2:10][NH2:11])=[CH:8][CH:7]=1.C(O)(=O)CCCCCCC.C1CCC(N=C=NC2CCCCC2)CC1.C1C=CC2N(O)N=NC=2C=1, predict the reaction product. The product is: [C:10]([C:9]1[CH:12]=[CH:13][C:6]([CH:2]=[O:1])=[CH:7][CH:8]=1)#[N:11]. (3) Given the reactants [OH:1][C:2]1[CH:7]=[C:6]([O:8][CH2:9][CH2:10][O:11][CH3:12])[CH:5]=[CH:4][C:3]=1/[CH:13]=[CH:14]/[C:15]([O:17][CH2:18][CH3:19])=[O:16].[H-].[Na+].Cl[C:23]1[C:28]([Cl:29])=[CH:27][C:26]([Cl:30])=[CH:25][N:24]=1.O, predict the reaction product. The product is: [Cl:29][C:28]1[C:23]([O:1][C:2]2[CH:7]=[C:6]([O:8][CH2:9][CH2:10][O:11][CH3:12])[CH:5]=[CH:4][C:3]=2/[CH:13]=[CH:14]/[C:15]([O:17][CH2:18][CH3:19])=[O:16])=[N:24][CH:25]=[C:26]([Cl:30])[CH:27]=1. (4) Given the reactants [Cl:1][C:2]1[CH:7]=[CH:6][C:5]([CH2:8][CH2:9][CH2:10][NH:11][C:12]2[CH:17]=[CH:16][C:15]([CH3:18])=[C:14]([N+:19]([O-])=O)[CH:13]=2)=[CH:4][CH:3]=1, predict the reaction product. The product is: [Cl:1][C:2]1[CH:7]=[CH:6][C:5]([CH2:8][CH2:9][CH2:10][NH:11][C:12]2[CH:17]=[CH:16][C:15]([CH3:18])=[C:14]([NH2:19])[CH:13]=2)=[CH:4][CH:3]=1. (5) Given the reactants [CH2:1]([O:8][CH2:9][CH:10]1[CH2:13][C:12](=[O:14])[CH2:11]1)[C:2]1[CH:7]=[CH:6][CH:5]=[CH:4][CH:3]=1.[C-]#N.[Na+].[C:18](=[O:21])([O-])[O-].[NH4+:22].[NH4+:23], predict the reaction product. The product is: [NH:22]1[CH2:13][C:12](=[O:14])[NH:23][C:18]1=[O:21].[CH2:1]([O:8][CH2:9][CH:10]1[CH2:13][C:12](=[O:14])[CH2:11]1)[C:2]1[CH:7]=[CH:6][CH:5]=[CH:4][CH:3]=1. (6) Given the reactants [Br:1][C:2]1[CH:3]=[C:4]([CH2:8][NH2:9])[CH:5]=[CH:6][CH:7]=1.O=[C:11]1[CH2:16][CH2:15][N:14]([C:17]([O:19][C:20]([CH3:23])([CH3:22])[CH3:21])=[O:18])[CH2:13][CH2:12]1.C(O[BH-](OC(=O)C)OC(=O)C)(=O)C.[Na+].C(O)(=O)C, predict the reaction product. The product is: [Br:1][C:2]1[CH:3]=[C:4]([CH:5]=[CH:6][CH:7]=1)[CH2:8][NH:9][CH:11]1[CH2:16][CH2:15][N:14]([C:17]([O:19][C:20]([CH3:23])([CH3:22])[CH3:21])=[O:18])[CH2:13][CH2:12]1. (7) Given the reactants [CH3:1][N:2]([C:18]1[C:27]2[C:22](=[CH:23][CH:24]=[CH:25][CH:26]=2)[N:21]=[C:20]([CH3:28])[N:19]=1)[C:3]1[CH:8]=[CH:7][C:6]([NH:9][C:10]([NH:12][NH:13][C:14](OC)=[O:15])=[O:11])=[CH:5][CH:4]=1.C([O-])([O-])=O.[K+].[K+].CO, predict the reaction product. The product is: [CH3:1][N:2]([C:18]1[C:27]2[C:22](=[CH:23][CH:24]=[CH:25][CH:26]=2)[N:21]=[C:20]([CH3:28])[N:19]=1)[C:3]1[CH:4]=[CH:5][C:6]([N:9]2[C:10](=[O:11])[NH:12][NH:13][C:14]2=[O:15])=[CH:7][CH:8]=1.